Dataset: Reaction yield outcomes from USPTO patents with 853,638 reactions. Task: Predict the reaction yield, written as a fraction of the theoretical maximum amount of product (1.0 means a 100% yield; for example, 0.34 means a 34% yield). (1) The reactants are [OH-].[K+].[CH3:3][C@@H:4]1[CH2:8][CH2:7][C:6](=O)[CH:5]1[C:10]([O:12]CC)=O.[NH2:15][C:16]([NH2:18])=[S:17]. The catalyst is O.C(O)C. The product is [SH:17][C:16]1[N:15]=[C:10]([OH:12])[C:5]2[C@H:4]([CH3:3])[CH2:8][CH2:7][C:6]=2[N:18]=1. The yield is 0.560. (2) The reactants are [NH2:1][C:2]1[CH2:6][CH2:5][C@@H:4]([CH3:7])[C:3]=1[C:8]([O:10]CC)=O.C([O-])=O.[NH4+].[CH:17]([NH2:19])=O. No catalyst specified. The product is [CH3:7][C@H:4]1[C:3]2[C:8]([OH:10])=[N:19][CH:17]=[N:1][C:2]=2[CH2:6][CH2:5]1. The yield is 0.650. (3) The reactants are P(Cl)(Cl)(Cl)=O.[NH:6]1[C:14]2[C:9](=[CH:10][CH:11]=[C:12]3[O:17][CH2:16][CH2:15][C:13]3=2)[CH:8]=[CH:7]1.[OH-].[Na+].O.CN(C)[C:23](=[O:25])[CH3:24]. No catalyst specified. The product is [C:23]([C:8]1[C:9]2[C:14](=[C:13]3[CH2:15][CH2:16][O:17][C:12]3=[CH:11][CH:10]=2)[NH:6][CH:7]=1)(=[O:25])[CH3:24]. The yield is 0.740. (4) The reactants are Cl[C:2]1[CH:7]=[C:6]([Cl:8])[N:5]=[CH:4][N:3]=1.[NH2:9][C:10]1[CH:11]=[C:12]([CH:17]=[CH:18][CH:19]=1)[C:13]([O:15][CH3:16])=[O:14].CCN(C(C)C)C(C)C. The catalyst is C(O)CCC. The product is [Cl:8][C:6]1[N:5]=[CH:4][N:3]=[C:2]([NH:9][C:10]2[CH:11]=[C:12]([CH:17]=[CH:18][CH:19]=2)[C:13]([O:15][CH3:16])=[O:14])[CH:7]=1. The yield is 0.340. (5) The yield is 0.850. The product is [F:1][C:2]1[CH:3]=[C:4]2[C:9](=[CH:10][C:11]=1[F:12])[N:8]=[C:7]([CH2:13][O:14][C:15]1[CH:16]=[CH:17][C:18]3[O:28][CH2:27][C:22]4=[N:23][CH:24]=[CH:25][CH:26]=[C:21]4[CH:20]([S:38][CH2:39][CH2:40][C:41]([OH:43])=[O:42])[C:19]=3[CH:30]=1)[CH:6]=[CH:5]2. The reactants are [F:1][C:2]1[CH:3]=[C:4]2[C:9](=[CH:10][C:11]=1[F:12])[N:8]=[C:7]([CH2:13][O:14][C:15]1[CH:16]=[CH:17][C:18]3[O:28][CH2:27][C:22]4=[N:23][CH:24]=[CH:25][CH:26]=[C:21]4[CH:20](O)[C:19]=3[CH:30]=1)[CH:6]=[CH:5]2.FC(F)(F)C(O)=O.[SH:38][CH2:39][CH2:40][C:41]([OH:43])=[O:42].O. The catalyst is ClCCl.